From a dataset of Forward reaction prediction with 1.9M reactions from USPTO patents (1976-2016). Predict the product of the given reaction. Given the reactants [C:1]1([CH3:15])[CH:6]=[C:5]([CH3:7])[CH:4]=[C:3]([CH3:8])[C:2]=1[C:9](=[C:13]=[O:14])[C:10](Cl)=[O:11].[CH2:16]([O:23][CH2:24][CH2:25][C:26]([O:28][Si](C)(C)C)=[CH2:27])[C:17]1[CH:22]=[CH:21][CH:20]=[CH:19][CH:18]=1, predict the reaction product. The product is: [CH2:16]([O:23][CH2:24][CH2:25][C:26]1[O:28][C:10](=[O:11])[C:9]([C:2]2[C:3]([CH3:8])=[CH:4][C:5]([CH3:7])=[CH:6][C:1]=2[CH3:15])=[C:13]([OH:14])[CH:27]=1)[C:17]1[CH:22]=[CH:21][CH:20]=[CH:19][CH:18]=1.